Dataset: Forward reaction prediction with 1.9M reactions from USPTO patents (1976-2016). Task: Predict the product of the given reaction. (1) Given the reactants [F:1][C:2]1[CH:24]=[CH:23][CH:22]=[C:21]([CH3:25])[C:3]=1[CH2:4][O:5][C:6]1[CH:7]=[C:8]([C:12](=[O:20])[CH2:13][CH2:14][C:15]([O:17]CC)=[O:16])[CH:9]=[CH:10][CH:11]=1.[OH-].[Na+].Cl, predict the reaction product. The product is: [F:1][C:2]1[CH:24]=[CH:23][CH:22]=[C:21]([CH3:25])[C:3]=1[CH2:4][O:5][C:6]1[CH:7]=[C:8]([C:12](=[O:20])[CH2:13][CH2:14][C:15]([OH:17])=[O:16])[CH:9]=[CH:10][CH:11]=1. (2) Given the reactants [C:1]([C:5]1[N:10]=[C:9]([N:11]2[CH2:16][CH2:15][N:14]([CH2:17][CH2:18][CH2:19][CH2:20][NH2:21])[CH2:13][CH2:12]2)[CH:8]=[C:7]([C:22]([F:25])([F:24])[F:23])[N:6]=1)([CH3:4])([CH3:3])[CH3:2].C1N=CN([C:31](N2C=NC=C2)=[O:32])C=1.[Cl:38][C:39]1[CH:44]=[CH:43][CH:42]=[CH:41][C:40]=1[N:45]1[CH2:50][CH2:49][NH:48][CH2:47][CH2:46]1, predict the reaction product. The product is: [C:1]([C:5]1[N:10]=[C:9]([N:11]2[CH2:16][CH2:15][N:14]([CH2:17][CH2:18][CH2:19][CH2:20][NH:21][C:31]([N:48]3[CH2:49][CH2:50][N:45]([C:40]4[CH:41]=[CH:42][CH:43]=[CH:44][C:39]=4[Cl:38])[CH2:46][CH2:47]3)=[O:32])[CH2:13][CH2:12]2)[CH:8]=[C:7]([C:22]([F:24])([F:25])[F:23])[N:6]=1)([CH3:4])([CH3:2])[CH3:3]. (3) Given the reactants [N+:1]([C:4]1[CH:5]=[C:6]([C:15]2[O:19][CH:18]=[N:17][CH:16]=2)[CH:7]=[C:8]([C:10]2[O:14][CH:13]=[N:12][CH:11]=2)[CH:9]=1)([O-])=O, predict the reaction product. The product is: [O:14]1[C:10]([C:8]2[CH:9]=[C:4]([CH:5]=[C:6]([C:15]3[O:19][CH:18]=[N:17][CH:16]=3)[CH:7]=2)[NH2:1])=[CH:11][N:12]=[CH:13]1. (4) Given the reactants [S:1]=[C:2]1[N:6]([C:7]2[CH:12]=[CH:11][CH:10]=[C:9]([C:13]([F:16])([F:15])[F:14])[CH:8]=2)[C:5](=[O:17])[CH2:4][S:3]1.[C:18]([C:21]1[CH:28]=[CH:27][C:24]([CH:25]=O)=[CH:23][CH:22]=1)([OH:20])=[O:19].N1CCCCC1, predict the reaction product. The product is: [CH:11]1[CH:12]=[C:7]([N:6]2[C:2](=[S:1])[S:3]/[C:4](=[CH:25]\[C:24]3[CH:27]=[CH:28][C:21]([C:18]([OH:20])=[O:19])=[CH:22][CH:23]=3)/[C:5]2=[O:17])[CH:8]=[C:9]([C:13]([F:14])([F:15])[F:16])[CH:10]=1. (5) Given the reactants [F:1][C:2]1[C:11]2[C:12]([OH:17])([C:14]([OH:16])=[O:15])[CH2:13][N:9]3[C:10]=2[C:5]([CH:6]=[CH:7][C:8]3=[O:18])=[CH:4][CH:3]=1.S(=O)(=O)(O)O.[CH3:24]O, predict the reaction product. The product is: [F:1][C:2]1[C:11]2[C:12]([OH:17])([C:14]([O:16][CH3:24])=[O:15])[CH2:13][N:9]3[C:10]=2[C:5]([CH:6]=[CH:7][C:8]3=[O:18])=[CH:4][CH:3]=1. (6) Given the reactants [O:1]1[C:5]2[CH:6]=[CH:7][C:8]([CH2:10][CH2:11][NH:12][C:13](=[O:16])[CH2:14]Cl)=[CH:9][C:4]=2[O:3][CH2:2]1.[CH3:17][NH2:18], predict the reaction product. The product is: [O:1]1[C:5]2[CH:6]=[CH:7][C:8]([CH2:10][CH2:11][NH:12][C:13](=[O:16])[CH2:14][NH:18][CH3:17])=[CH:9][C:4]=2[O:3][CH2:2]1. (7) Given the reactants [CH3:1][O:2][C@@H:3]1[CH2:11][N:10]2[C@H:5]([CH2:6][C:7](=O)[CH2:8][C:9]2=[O:12])[CH2:4]1.[NH:14]1[CH2:18][CH2:17][CH2:16][CH2:15]1, predict the reaction product. The product is: [CH3:1][O:2][C@@H:3]1[CH2:11][N:10]2[C@@H:5]([CH2:6][C:7]([N:14]3[CH2:18][CH2:17][CH2:16][CH2:15]3)=[CH:8][C:9]2=[O:12])[CH2:4]1.